From a dataset of NCI-60 drug combinations with 297,098 pairs across 59 cell lines. Regression. Given two drug SMILES strings and cell line genomic features, predict the synergy score measuring deviation from expected non-interaction effect. Drug 1: CC1=C2C(C(=O)C3(C(CC4C(C3C(C(C2(C)C)(CC1OC(=O)C(C(C5=CC=CC=C5)NC(=O)OC(C)(C)C)O)O)OC(=O)C6=CC=CC=C6)(CO4)OC(=O)C)OC)C)OC. Drug 2: C1=C(C(=O)NC(=O)N1)F. Cell line: A549. Synergy scores: CSS=76.3, Synergy_ZIP=1.54, Synergy_Bliss=1.50, Synergy_Loewe=9.67, Synergy_HSA=11.7.